From a dataset of Reaction yield outcomes from USPTO patents with 853,638 reactions. Predict the reaction yield, written as a fraction of the theoretical maximum amount of product (1.0 means a 100% yield; for example, 0.34 means a 34% yield). (1) The reactants are COC1C=CC(CN(CC2C=CC(OC)=CC=2)C2N=CC(C3C4CCNC=4N=C(N4CCOCC4)N=3)=CN=2)=CC=1.CC1C=C(N2CCN(C)CC2)C=CC=1N.CN1CCNCC1.CC1C=CC(N2CCOCC2)=CC=1N.[CH3:77][C:78]1[CH:83]=[C:82]([N:84]2[CH2:89][CH2:88][N:87]([CH3:90])[CH2:86][CH2:85]2)[CH:81]=[CH:80][C:79]=1[NH:91][C:92]([N:94]1[C:98]2[N:99]=[C:100]([N:128]3[CH2:133][CH2:132][O:131][CH2:130][CH2:129]3)[N:101]=[C:102]([C:103]3[CH:104]=[N:105][C:106]([N:109](CC4C=CC(OC)=CC=4)CC4C=CC(OC)=CC=4)=[N:107][CH:108]=3)[C:97]=2[CH2:96][CH2:95]1)=[O:93]. No catalyst specified. The product is [CH3:77][C:78]1[CH:83]=[C:82]([N:84]2[CH2:89][CH2:88][N:87]([CH3:90])[CH2:86][CH2:85]2)[CH:81]=[CH:80][C:79]=1[NH:91][C:92]([N:94]1[C:98]2[N:99]=[C:100]([N:128]3[CH2:133][CH2:132][O:131][CH2:130][CH2:129]3)[N:101]=[C:102]([C:103]3[CH:104]=[N:105][C:106]([NH2:109])=[N:107][CH:108]=3)[C:97]=2[CH2:96][CH2:95]1)=[O:93]. The yield is 0.750. (2) The reactants are [Br:1][C:2]1[S:3][C:4]([C:15]2[NH:19][CH:18]=[N:17][N:16]=2)=[C:5]([CH2:7][C:8]2[CH:13]=[CH:12][C:11]([Cl:14])=[CH:10][CH:9]=2)[N:6]=1.O1CCCC1.[O:25]1[CH:30]=[CH:29][CH2:28][CH2:27][CH2:26]1.O.C1(C)C=CC(S(O)(=O)=O)=CC=1. The catalyst is C([O-])(O)=O.[Na+]. The product is [Br:1][C:2]1[S:3][C:4]([C:15]2[N:19]=[CH:18][N:17]([CH:26]3[CH2:27][CH2:28][CH2:29][CH2:30][O:25]3)[N:16]=2)=[C:5]([CH2:7][C:8]2[CH:13]=[CH:12][C:11]([Cl:14])=[CH:10][CH:9]=2)[N:6]=1. The yield is 0.670. (3) The reactants are [C:1]([O:5][C:6](=[O:23])[C@@H:7]([CH:20]([CH3:22])[CH3:21])[NH:8][S:9]([C:12]1[CH:17]=[CH:16][C:15]([O:18][CH3:19])=[CH:14][CH:13]=1)(=[O:11])=[O:10])([CH3:4])([CH3:3])[CH3:2].[H-].[Na+].I[CH3:27]. The catalyst is CN(C=O)C.CCOCC. The product is [C:1]([O:5][C:6](=[O:23])[CH:7]([N:8]([S:9]([C:12]1[CH:13]=[CH:14][C:15]([O:18][CH3:19])=[CH:16][CH:17]=1)(=[O:11])=[O:10])[CH3:27])[CH:20]([CH3:21])[CH3:22])([CH3:4])([CH3:3])[CH3:2]. The yield is 0.950. (4) The reactants are C(Cl)(=O)C(Cl)=O.CS(C)=O.[CH2:11]([N:18]([CH2:26][C:27]1[CH:32]=[CH:31][CH:30]=[CH:29][CH:28]=1)[C@@H:19]1[CH2:24][CH2:23][CH2:22][C@H:21]([OH:25])[CH2:20]1)[C:12]1[CH:17]=[CH:16][CH:15]=[CH:14][CH:13]=1. The catalyst is C(Cl)Cl. The product is [CH2:26]([N:18]([CH2:11][C:12]1[CH:17]=[CH:16][CH:15]=[CH:14][CH:13]=1)[C@@H:19]1[CH2:24][CH2:23][CH2:22][C:21](=[O:25])[CH2:20]1)[C:27]1[CH:28]=[CH:29][CH:30]=[CH:31][CH:32]=1. The yield is 0.880. (5) The reactants are Br[C:2]1[CH:7]=[CH:6][C:5]([N:8]2[CH2:13][CH2:12][S:11](=[O:15])(=[O:14])[CH2:10][CH2:9]2)=[CH:4][CH:3]=1.[B:16]1([B:16]2[O:20][C:19]([CH3:22])([CH3:21])[C:18]([CH3:24])([CH3:23])[O:17]2)[O:20][C:19]([CH3:22])([CH3:21])[C:18]([CH3:24])([CH3:23])[O:17]1.CC([O-])=O.[K+]. The catalyst is O1CCOCC1.C1C=CC(P(C2C=CC=CC=2)[C-]2C=CC=C2)=CC=1.C1C=CC(P(C2C=CC=CC=2)[C-]2C=CC=C2)=CC=1.Cl[Pd]Cl.[Fe+2].C(Cl)Cl. The product is [CH3:23][C:18]1([CH3:24])[C:19]([CH3:22])([CH3:21])[O:20][B:16]([C:2]2[CH:7]=[CH:6][C:5]([N:8]3[CH2:13][CH2:12][S:11](=[O:15])(=[O:14])[CH2:10][CH2:9]3)=[CH:4][CH:3]=2)[O:17]1. The yield is 0.520.